From a dataset of Reaction yield outcomes from USPTO patents with 853,638 reactions. Predict the reaction yield, written as a fraction of the theoretical maximum amount of product (1.0 means a 100% yield; for example, 0.34 means a 34% yield). (1) The reactants are C([O:3][CH2:4][CH2:5][O:6][NH:7][C:8]([C:10]1[N:18]([CH3:19])[C:17]2[CH:16]=[CH:15][N:14]=[CH:13][C:12]=2[C:11]=1[NH:20][C:21]1[CH:26]=[CH:25][C:24]([I:27])=[CH:23][C:22]=1[F:28])=[O:9])=C.Cl.C(=O)([O-])O.[Na+]. The catalyst is CO. The product is [OH:3][CH2:4][CH2:5][O:6][NH:7][C:8]([C:10]1[N:18]([CH3:19])[C:17]2[CH:16]=[CH:15][N:14]=[CH:13][C:12]=2[C:11]=1[NH:20][C:21]1[CH:26]=[CH:25][C:24]([I:27])=[CH:23][C:22]=1[F:28])=[O:9]. The yield is 0.270. (2) The reactants are [C:1]([C:3]1[CH:4]=[C:5]([C:13]2[O:17][N:16]=[C:15]([C:18]3[CH:27]=[CH:26][CH:25]=[C:24]4[C:19]=3[CH2:20][CH2:21][N:22](C(OC(C)(C)C)=O)[CH2:23]4)[N:14]=2)[CH:6]=[CH:7][C:8]=1[O:9][CH:10]([CH3:12])[CH3:11])#[N:2].[ClH:35]. The catalyst is O1CCOCC1. The product is [ClH:35].[CH3:12][CH:10]([O:9][C:8]1[CH:7]=[CH:6][C:5]([C:13]2[O:17][N:16]=[C:15]([C:18]3[CH:27]=[CH:26][CH:25]=[C:24]4[C:19]=3[CH2:20][CH2:21][NH:22][CH2:23]4)[N:14]=2)=[CH:4][C:3]=1[C:1]#[N:2])[CH3:11]. The yield is 0.760. (3) The reactants are [C:9](O[C:9]([O:11][C:12]([CH3:15])([CH3:14])[CH3:13])=[O:10])([O:11][C:12]([CH3:15])([CH3:14])[CH3:13])=[O:10].[CH3:16][C:17]1([CH3:45])[O:22][C:21]2[CH:23]=[C:24](/[CH:27]=[CH:28]/[C:29]([N:31]([CH3:43])[CH2:32][C:33]3[O:34][C:35]4[CH:42]=[CH:41][CH:40]=[CH:39][C:36]=4[C:37]=3[CH3:38])=[O:30])[CH:25]=[N:26][C:20]=2[NH:19][C:18]1=[O:44]. The catalyst is CN(C)C1C=CN=CC=1.C(#N)C. The product is [CH3:16][C:17]1([CH3:45])[O:22][C:21]2[CH:23]=[C:24](/[CH:27]=[CH:28]/[C:29]([N:31]([CH3:43])[CH2:32][C:33]3[O:34][C:35]4[CH:42]=[CH:41][CH:40]=[CH:39][C:36]=4[C:37]=3[CH3:38])=[O:30])[CH:25]=[N:26][C:20]=2[N:19]([C:9]([O:11][C:12]([CH3:13])([CH3:14])[CH3:15])=[O:10])[C:18]1=[O:44]. The yield is 0.810. (4) The reactants are [CH3:1][O:2][C:3]1[CH:8]=[C:7]([N+:9]([O-:11])=[O:10])[CH:6]=[CH:5][C:4]=1[CH2:12][OH:13].N1C=CN=C1.[CH3:19][C:20]([Si:23](Cl)([CH3:25])[CH3:24])([CH3:22])[CH3:21]. The catalyst is ClCCl.O. The product is [C:20]([Si:23]([O:13][CH2:12][C:4]1[CH:5]=[CH:6][C:7]([N+:9]([O-:11])=[O:10])=[CH:8][C:3]=1[O:2][CH3:1])([CH3:25])[CH3:24])([CH3:22])([CH3:21])[CH3:19]. The yield is 0.990. (5) The reactants are [NH2:1][C:2]1[C:3]([NH:9][CH2:10][C@H:11]2[CH2:16][CH2:15][C@H:14]([C:17]([N:19]3[CH2:24][CH2:23][N:22]([C:25](=[O:27])[CH3:26])[CH2:21][CH2:20]3)=[O:18])[CH2:13][CH2:12]2)=[N:4][C:5]([Br:8])=[CH:6][CH:7]=1.Cl[C:29](Cl)([O:31]C(=O)OC(Cl)(Cl)Cl)Cl.O. The catalyst is C1COCC1. The product is [C:25]([N:22]1[CH2:23][CH2:24][N:19]([C:17]([C@H:14]2[CH2:15][CH2:16][C@H:11]([CH2:10][N:9]3[C:3]4=[N:4][C:5]([Br:8])=[CH:6][CH:7]=[C:2]4[NH:1][C:29]3=[O:31])[CH2:12][CH2:13]2)=[O:18])[CH2:20][CH2:21]1)(=[O:27])[CH3:26]. The yield is 0.910.